From a dataset of Peptide-MHC class I binding affinity with 185,985 pairs from IEDB/IMGT. Regression. Given a peptide amino acid sequence and an MHC pseudo amino acid sequence, predict their binding affinity value. This is MHC class I binding data. (1) The peptide sequence is LLAMTFWPA. The MHC is HLA-A24:03 with pseudo-sequence HLA-A24:03. The binding affinity (normalized) is 0.0847. (2) The peptide sequence is ISAYTHWYY. The MHC is HLA-B58:01 with pseudo-sequence HLA-B58:01. The binding affinity (normalized) is 0.810.